Dataset: Peptide-MHC class I binding affinity with 185,985 pairs from IEDB/IMGT. Task: Regression. Given a peptide amino acid sequence and an MHC pseudo amino acid sequence, predict their binding affinity value. This is MHC class I binding data. (1) The peptide sequence is ELTLDCEPR. The MHC is HLA-A33:01 with pseudo-sequence HLA-A33:01. The binding affinity (normalized) is 0.680. (2) The peptide sequence is HCMNFKRRGGI. The MHC is Mamu-B03 with pseudo-sequence Mamu-B03. The binding affinity (normalized) is 0.211. (3) The peptide sequence is VYIGGGLVM. The MHC is H-2-Kd with pseudo-sequence H-2-Kd. The binding affinity (normalized) is 0.351. (4) The peptide sequence is PYIASRSQI. The MHC is HLA-A24:02 with pseudo-sequence HLA-A24:02. The binding affinity (normalized) is 0.266.